Predict which catalyst facilitates the given reaction. From a dataset of Catalyst prediction with 721,799 reactions and 888 catalyst types from USPTO. (1) Reactant: [H-].C([Al+]CC(C)C)C(C)C.[N:11]1([C:24]([O:26][C:27]([CH3:30])([CH3:29])[CH3:28])=[O:25])[C:19]2[C:14](=[CH:15][CH:16]=[C:17]([C:20](OC)=[O:21])[CH:18]=2)[CH:13]=[CH:12]1. Product: [OH:21][CH2:20][C:17]1[CH:18]=[C:19]2[C:14]([CH:13]=[CH:12][N:11]2[C:24]([O:26][C:27]([CH3:30])([CH3:29])[CH3:28])=[O:25])=[CH:15][CH:16]=1. The catalyst class is: 11. (2) Reactant: [C:1]([C:5]1[N:9]([CH2:10][CH:11]2[CH2:16][CH2:15][O:14][CH2:13][CH2:12]2)[C:8]2[CH:17]=[CH:18][C:19]([S:21](Cl)(=[O:23])=[O:22])=[CH:20][C:7]=2[N:6]=1)([CH3:4])([CH3:3])[CH3:2].[NH:25]1[CH2:30][CH2:29][CH2:28][CH:27]([C:31]([O:33][CH2:34][CH3:35])=[O:32])[CH2:26]1. Product: [C:1]([C:5]1[N:9]([CH2:10][CH:11]2[CH2:16][CH2:15][O:14][CH2:13][CH2:12]2)[C:8]2[CH:17]=[CH:18][C:19]([S:21]([N:25]3[CH2:30][CH2:29][CH2:28][CH:27]([C:31]([O:33][CH2:34][CH3:35])=[O:32])[CH2:26]3)(=[O:23])=[O:22])=[CH:20][C:7]=2[N:6]=1)([CH3:4])([CH3:3])[CH3:2]. The catalyst class is: 649. (3) Reactant: [NH2:1][NH:2][C:3]([NH2:5])=[S:4].C(O)(=O)C.[C:10]([NH:13][C:14]1[CH:21]=[CH:20][C:17]([CH:18]=O)=[CH:16][C:15]=1[I:22])(=[O:12])[CH3:11]. Product: [C:10]([NH:13][C:14]1[CH:21]=[CH:20][C:17]([CH:18]=[N:1][NH:2][C:3]([NH2:5])=[S:4])=[CH:16][C:15]=1[I:22])(=[O:12])[CH3:11]. The catalyst class is: 97. (4) Product: [O:1]=[C:2]1[N:7]2[CH2:8][CH:9]([C:12]([OH:14])=[O:13])[CH2:10][CH2:11][CH:6]2[CH2:5][CH2:4][O:3]1. The catalyst class is: 87. Reactant: [O:1]=[C:2]1[N:7]2[CH2:8][CH:9]([C:12]([O:14]C)=[O:13])[CH2:10][CH2:11][CH:6]2[CH2:5][CH2:4][O:3]1.[Li+].[OH-]. (5) Reactant: [NH:1]1[CH2:6][CH2:5][O:4][CH2:3][CH2:2]1.Br[C:8]1[CH:13]=[C:12](C)[C:11](/[CH:15]=[CH:16]/[CH:17]2[CH2:22][CH2:21][N:20]([C:23]([O:25]C(C)(C)C)=O)[CH2:19][CH2:18]2)=[C:10]([CH3:30])[CH:9]=1.[CH3:31][C:32]([CH3:35])([O-:34])[CH3:33].[Na+].C1C=CC(P([C:50]2[C:59]([C:53]3[C:52](P(C4C=CC=CC=4)C4C=CC=CC=4)=[CH:51][CH:50]=[C:59]4[C:58]=3[CH:57]=CC=C4)=[C:58]3[C:53](C=CC=[CH:57]3)=[CH:52][CH:51]=2)C2C=CC=CC=2)=CC=1. Product: [CH3:57][C:58]1[CH:59]=[CH:50][CH:51]=[C:52]([CH3:53])[C:30]=1[C:10]1[CH:9]=[C:8]([N:1]2[CH2:6][CH2:5][O:4][CH2:3][CH2:2]2)[CH:13]=[CH:12][C:11]=1/[CH:15]=[CH:16]/[CH:17]1[CH2:18][CH2:19][N:20]([C:23]([O:34][C:32]([CH3:35])([CH3:33])[CH3:31])=[O:25])[CH2:21][CH2:22]1. The catalyst class is: 11. (6) Reactant: [Br:1][CH2:2][CH2:3][CH2:4][O:5][C:6]1[CH:39]=[CH:38][C:9]([CH2:10][NH:11][C:12]2[CH:17]=[C:16]([O:18][CH2:19][C:20]([F:23])([F:22])[F:21])[N:15]=[C:14]([NH:24][C:25]3[CH:37]=[CH:36][C:28]([C:29]([O:31]C(C)(C)C)=[O:30])=[CH:27][CH:26]=3)[N:13]=2)=[CH:8][CH:7]=1.Cl. Product: [Br:1][CH2:2][CH2:3][CH2:4][O:5][C:6]1[CH:7]=[CH:8][C:9]([CH2:10][NH:11][C:12]2[CH:17]=[C:16]([O:18][CH2:19][C:20]([F:23])([F:22])[F:21])[N:15]=[C:14]([NH:24][C:25]3[CH:26]=[CH:27][C:28]([C:29]([OH:31])=[O:30])=[CH:36][CH:37]=3)[N:13]=2)=[CH:38][CH:39]=1. The catalyst class is: 12. (7) Reactant: [CH:1]1([CH2:4][O:5][C:6]2[C:11]([F:12])=[CH:10][C:9]([C:13]3[O:14][C:15]4[C:21]([F:22])=[C:20]([OH:23])[CH:19]=[CH:18][C:16]=4[N:17]=3)=[C:8]([F:24])[CH:7]=2)[CH2:3][CH2:2]1.O[CH2:26][C@@H:27]([NH:29][C:30](=[O:36])OC(C)(C)C)[CH3:28].[C:37]1(P(C2C=CC=CC=2)C2C=CC=CC=2)C=CC=CC=1.C1(C)C=CC=CC=1.N(C(OC(C)C)=O)=NC(OC(C)C)=O. Product: [CH:1]1([CH2:4][O:5][C:6]2[C:11]([F:12])=[CH:10][C:9]([C:13]3[O:14][C:15]4[C:21]([F:22])=[C:20]([O:23][CH2:26][C@@H:27]([NH:29][C:30](=[O:36])[CH3:37])[CH3:28])[CH:19]=[CH:18][C:16]=4[N:17]=3)=[C:8]([F:24])[CH:7]=2)[CH2:2][CH2:3]1. The catalyst class is: 1.